The task is: Regression. Given two drug SMILES strings and cell line genomic features, predict the synergy score measuring deviation from expected non-interaction effect.. This data is from NCI-60 drug combinations with 297,098 pairs across 59 cell lines. (1) Cell line: CAKI-1. Drug 1: CN(CCCl)CCCl.Cl. Drug 2: CC1=C(C(=O)C2=C(C1=O)N3CC4C(C3(C2COC(=O)N)OC)N4)N. Synergy scores: CSS=32.0, Synergy_ZIP=-3.41, Synergy_Bliss=-0.347, Synergy_Loewe=-15.6, Synergy_HSA=-6.81. (2) Drug 1: C1=CC(=CC=C1CCCC(=O)O)N(CCCl)CCCl. Drug 2: CC1C(C(CC(O1)OC2CC(CC3=C2C(=C4C(=C3O)C(=O)C5=CC=CC=C5C4=O)O)(C(=O)C)O)N)O. Cell line: SK-MEL-5. Synergy scores: CSS=56.3, Synergy_ZIP=-3.26, Synergy_Bliss=-2.27, Synergy_Loewe=-22.1, Synergy_HSA=-0.320. (3) Drug 1: CCCCC(=O)OCC(=O)C1(CC(C2=C(C1)C(=C3C(=C2O)C(=O)C4=C(C3=O)C=CC=C4OC)O)OC5CC(C(C(O5)C)O)NC(=O)C(F)(F)F)O. Drug 2: CN(CC1=CN=C2C(=N1)C(=NC(=N2)N)N)C3=CC=C(C=C3)C(=O)NC(CCC(=O)O)C(=O)O. Cell line: A498. Synergy scores: CSS=70.6, Synergy_ZIP=0.00327, Synergy_Bliss=0.723, Synergy_Loewe=0.962, Synergy_HSA=2.89.